Dataset: TCR-epitope binding with 47,182 pairs between 192 epitopes and 23,139 TCRs. Task: Binary Classification. Given a T-cell receptor sequence (or CDR3 region) and an epitope sequence, predict whether binding occurs between them. The epitope is TLDSKTQSL. The TCR CDR3 sequence is CASSLDGTGYNEQFF. Result: 0 (the TCR does not bind to the epitope).